The task is: Predict the reactants needed to synthesize the given product.. This data is from Full USPTO retrosynthesis dataset with 1.9M reactions from patents (1976-2016). (1) Given the product [CH2:62]([O:64][C:65](=[O:68])[CH2:6][N:7]1[C:15]2[C:10](=[CH:11][CH:12]=[C:13]([CH2:16][O:17][C:18]3[CH:23]=[CH:22][C:21]([C:24]4[CH:29]=[C:28]([F:30])[C:27]([F:31])=[CH:26][C:25]=4[O:32][CH3:33])=[CH:20][CH:19]=3)[CH:14]=2)[CH:9]=[CH:8]1)[CH3:63], predict the reactants needed to synthesize it. The reactants are: C(OC(=O)C[CH2:6][N:7]1[C:15]2[C:10](=[CH:11][CH:12]=[C:13]([CH2:16][O:17][C:18]3[CH:23]=[CH:22][C:21]([C:24]4[CH:29]=[C:28]([F:30])[C:27]([F:31])=[CH:26][C:25]=4[O:32][CH3:33])=[CH:20][CH:19]=3)[CH:14]=2)[CH:9]=[CH:8]1)C.FC1C(F)=CC(C2C=CC(OCC3C=C4C(C=CN4)=CC=3)=CC=2)=C(OC)C=1.[CH2:62]([O:64][C:65](=[O:68])CBr)[CH3:63]. (2) Given the product [Br:32][C:18]1[CH:17]=[C:16]([NH2:15])[CH:21]=[C:20]([O:22][CH2:23][C:24]2[CH:25]=[CH:26][C:27]([O:30][CH3:31])=[CH:28][CH:29]=2)[CH:19]=1, predict the reactants needed to synthesize it. The reactants are: C(OC1N=CC([NH:15][C:16]2[CH:21]=[C:20]([O:22][CH2:23][C:24]3[CH:29]=[CH:28][C:27]([O:30][CH3:31])=[CH:26][CH:25]=3)[CH:19]=[C:18]([Br:32])[CH:17]=2)=CC=1)C1C=CC=CC=1.C(OC1N=CC(N)=CC=1)C1C=CC=CC=1.BrC1C=C(OCC2C=CC(OC)=CC=2)C=C(Br)C=1.CC([O-])(C)C.[Na+]. (3) Given the product [ClH:17].[C:35]([O:27][C:25](=[O:26])[CH2:20][NH:19][C:6]1[C:5]([NH:4][C:1](=[O:3])[CH3:2])=[CH:10][N:9]=[C:8]([C:11]2[CH:16]=[CH:15][CH:14]=[CH:13][CH:12]=2)[N:7]=1)([CH3:37])([CH3:28])[CH3:36], predict the reactants needed to synthesize it. The reactants are: [C:1]([NH:4][C:5]1[C:6]([Cl:17])=[N:7][C:8]([C:11]2[CH:16]=[CH:15][CH:14]=[CH:13][CH:12]=2)=[N:9][CH:10]=1)(=[O:3])[CH3:2].Cl.[NH2:19][C@H:20]([C:25]([OH:27])=[O:26])C(C)(C)C.[CH2:28](N(CC)CC)C.[CH:35](O)([CH3:37])[CH3:36]. (4) Given the product [Br:1][C@H:40]1[CH2:35][C@:9]2([CH2:30][CH3:25])[C@H:8]([CH2:7][CH2:6][C:5]3[C:10]2=[CH:18][CH:19]=[C:20]([OH:45])[CH:15]=3)[CH2:51][C:50]1=[O:49], predict the reactants needed to synthesize it. The reactants are: [Br-:1].[Br-].[Br-].[Br-].[C:5]1([N+](C)(C)C)[CH:10]=[CH:9][CH:8]=[CH:7][CH:6]=1.[C:15]1([N+](C)(C)C)[CH:20]=[CH:19][CH:18]=CC=1.[C:25]1([N+](C)(C)C)[CH:30]=CC=CC=1.[C:35]1([N+](C)(C)C)[CH:40]=CC=CC=1.[OH2:45].C([O:49][CH2:50][CH3:51])(=O)C. (5) Given the product [CH2:5]1[N:6]([CH2:7][CH2:8][OH:9])[CH2:1][CH2:2][N:3]([CH2:10][CH2:11][S:12]([OH:15])(=[O:14])=[O:13])[CH2:4]1.[Na+:16].[Cl-:17], predict the reactants needed to synthesize it. The reactants are: [CH2:1]1[N:6]([CH2:7][CH2:8][OH:9])[CH2:5][CH2:4][N:3]([CH2:10][CH2:11][S:12]([OH:15])(=[O:14])=[O:13])[CH2:2]1.[Na+:16].[Cl-:17].